This data is from Forward reaction prediction with 1.9M reactions from USPTO patents (1976-2016). The task is: Predict the product of the given reaction. Given the reactants [C:1]1([C:7]2[S:8][C:9]([C:12](=O)[CH3:13])=[CH:10][N:11]=2)[CH:6]=[CH:5][CH:4]=[CH:3][CH:2]=1.CC(C)([O-])C.[K+].[C:21](OCC)(=O)[C:22]([O:24][CH2:25][CH3:26])=[O:23].C(O)(=O)C.O.[NH2:36][NH2:37], predict the reaction product. The product is: [CH2:25]([O:24][C:22]([C:21]1[NH:36][N:37]=[C:12]([C:9]2[S:8][C:7]([C:1]3[CH:6]=[CH:5][CH:4]=[CH:3][CH:2]=3)=[N:11][CH:10]=2)[CH:13]=1)=[O:23])[CH3:26].